From a dataset of Forward reaction prediction with 1.9M reactions from USPTO patents (1976-2016). Predict the product of the given reaction. (1) Given the reactants Br[C:2]1[C:7]([F:8])=[CH:6][C:5]([CH2:9][N:10]2[C@@H:15]([CH3:16])[CH2:14][CH2:13][CH:12]([C:17]3[CH:22]=[CH:21][CH:20]=[CH:19][CH:18]=3)[S:11]2(=[O:24])=[O:23])=[C:4]([F:25])[CH:3]=1.Cl.[N:27]1[N:28]=[CH:29][N:30]([CH:32]2[C@H:37]3[C@@H:33]2[CH2:34][NH:35][CH2:36]3)[CH:31]=1.C1(P(C2CCCCC2)C2C=CC=CC=2C2C(OCCC)=CC=CC=2OCCC)CCCCC1.C(=O)([O-])[O-].[Cs+].[Cs+], predict the reaction product. The product is: [F:25][C:4]1[CH:3]=[C:2]([N:35]2[CH2:34][C@H:33]3[C@H:37]([CH:32]3[N:30]3[CH:31]=[N:27][N:28]=[CH:29]3)[CH2:36]2)[C:7]([F:8])=[CH:6][C:5]=1[CH2:9][N:10]1[C@@H:15]([CH3:16])[CH2:14][CH2:13][CH:12]([C:17]2[CH:22]=[CH:21][CH:20]=[CH:19][CH:18]=2)[S:11]1(=[O:24])=[O:23]. (2) Given the reactants CCN(C(C)C)C(C)C.Cl.Cl.[Br:12][C:13]1[C:14]([N:22]2[CH2:27][CH2:26][NH:25][CH2:24][CH2:23]2)=[C:15]2[CH:21]=[N:20][NH:19][C:16]2=[N:17][CH:18]=1.[C:28]([O:32][C:33]([NH:35][C@H:36]([CH2:40][C:41]1[CH:46]=[CH:45][C:44]([Cl:47])=[CH:43][CH:42]=1)[C:37](O)=[O:38])=[O:34])([CH3:31])([CH3:30])[CH3:29].CN(C(ON1N=NC2C=CC=CC1=2)=[N+](C)C)C.[B-](F)(F)(F)F, predict the reaction product. The product is: [Br:12][C:13]1[C:14]([N:22]2[CH2:23][CH2:24][N:25]([C:37](=[O:38])[C@H:36]([NH:35][C:33](=[O:34])[O:32][C:28]([CH3:29])([CH3:30])[CH3:31])[CH2:40][C:41]3[CH:42]=[CH:43][C:44]([Cl:47])=[CH:45][CH:46]=3)[CH2:26][CH2:27]2)=[C:15]2[CH:21]=[N:20][NH:19][C:16]2=[N:17][CH:18]=1.